This data is from Full USPTO retrosynthesis dataset with 1.9M reactions from patents (1976-2016). The task is: Predict the reactants needed to synthesize the given product. Given the product [NH:1]1[C:4]2[C:5](=[CH:6][CH:7]=[CH:8][CH:9]=2)[CH:10]=[C:11]1[CH2:12][C:13]([O:15][CH2:16][CH3:17])=[O:14], predict the reactants needed to synthesize it. The reactants are: [N+:1]([C:4]1[CH:9]=[CH:8][CH:7]=[CH:6][C:5]=1[CH2:10][C:11](=O)[CH2:12][C:13]([O:15][CH2:16][CH3:17])=[O:14])([O-])=O.